From a dataset of NCI-60 drug combinations with 297,098 pairs across 59 cell lines. Regression. Given two drug SMILES strings and cell line genomic features, predict the synergy score measuring deviation from expected non-interaction effect. (1) Cell line: A498. Drug 2: CCN(CC)CCNC(=O)C1=C(NC(=C1C)C=C2C3=C(C=CC(=C3)F)NC2=O)C. Drug 1: CCC1(CC2CC(C3=C(CCN(C2)C1)C4=CC=CC=C4N3)(C5=C(C=C6C(=C5)C78CCN9C7C(C=CC9)(C(C(C8N6C=O)(C(=O)OC)O)OC(=O)C)CC)OC)C(=O)OC)O.OS(=O)(=O)O. Synergy scores: CSS=2.85, Synergy_ZIP=-2.34, Synergy_Bliss=2.67, Synergy_Loewe=-1.01, Synergy_HSA=0.861. (2) Drug 1: CC1=CC2C(CCC3(C2CCC3(C(=O)C)OC(=O)C)C)C4(C1=CC(=O)CC4)C. Drug 2: CCC1=C2CN3C(=CC4=C(C3=O)COC(=O)C4(CC)O)C2=NC5=C1C=C(C=C5)O. Cell line: SW-620. Synergy scores: CSS=32.1, Synergy_ZIP=4.76, Synergy_Bliss=4.53, Synergy_Loewe=-28.3, Synergy_HSA=2.69.